This data is from Full USPTO retrosynthesis dataset with 1.9M reactions from patents (1976-2016). The task is: Predict the reactants needed to synthesize the given product. (1) Given the product [Cl:1][C:2]1[N:11]=[C:10]([N:15]([CH3:16])[CH3:13])[C:9]2[C:4](=[CH:5][CH:6]=[CH:7][CH:8]=2)[N:3]=1, predict the reactants needed to synthesize it. The reactants are: [Cl:1][C:2]1[N:11]=[C:10](Cl)[C:9]2[C:4](=[CH:5][CH:6]=[CH:7][CH:8]=2)[N:3]=1.[CH2:13]([N:15](CC)[CH2:16]C)C.CNC. (2) The reactants are: N1(CCS(N2CCC(C3[C:25]4[C:20](=[C:21]([C:31](N)=[O:32])[CH:22]=[C:23](C5C=CSC=5)[CH:24]=4)NC=3)CC2)(=O)=O)CCCC1.Br[C:35]1[CH:36]=[C:37]2[C:41](=[C:42]([C:44]([NH2:46])=[O:45])[CH:43]=1)[NH:40][CH:39]=[C:38]2[CH:47]1[CH2:52][CH2:51][N:50]([S:53]([CH2:56][CH2:57][CH2:58][N:59]2[CH2:63][CH2:62][CH2:61][CH2:60]2)(=[O:55])=[O:54])[CH2:49][CH2:48]1.OCC1C=C(B(O)O)C=CC=1.C(=O)([O-])[O-].[Cs+].[Cs+]. Given the product [OH:32][CH2:31][C:21]1[CH:20]=[C:25]([C:35]2[CH:36]=[C:37]3[C:41](=[C:42]([C:44]([NH2:46])=[O:45])[CH:43]=2)[NH:40][CH:39]=[C:38]3[CH:47]2[CH2:52][CH2:51][N:50]([S:53]([CH2:56][CH2:57][CH2:58][N:59]3[CH2:63][CH2:62][CH2:61][CH2:60]3)(=[O:55])=[O:54])[CH2:49][CH2:48]2)[CH:24]=[CH:23][CH:22]=1, predict the reactants needed to synthesize it. (3) Given the product [F:36][C:27]1[CH:28]=[C:29]([C:32]([OH:35])([CH3:33])[CH3:34])[CH:30]=[CH:31][C:26]=1[C:20]1[S:19][C:18]([NH:17][C:2]2[CH:3]=[CH:4][CH:5]=[C:6]([CH:8]([F:16])[CH2:9][N:10]3[CH2:15][CH2:14][O:13][CH2:12][CH2:11]3)[N:7]=2)=[C:22]([C:23]([NH2:25])=[O:24])[CH:21]=1, predict the reactants needed to synthesize it. The reactants are: Br[C:2]1[N:7]=[C:6]([CH:8]([F:16])[CH2:9][N:10]2[CH2:15][CH2:14][O:13][CH2:12][CH2:11]2)[CH:5]=[CH:4][CH:3]=1.[NH2:17][C:18]1[S:19][C:20]([C:26]2[CH:31]=[CH:30][C:29]([C:32]([OH:35])([CH3:34])[CH3:33])=[CH:28][C:27]=2[F:36])=[CH:21][C:22]=1[C:23]([NH2:25])=[O:24]. (4) Given the product [CH2:3]([N:4]([CH2:9][C:10]([OH:12])=[O:11])[CH2:5][CH2:6][N:7]([CH2:21][C:20]([OH:19])=[O:23])[CH2:9][C:10]([OH:12])=[O:11])[CH2:2][N:1]([CH2:9][C:10]([OH:12])=[O:11])[CH2:9][C:10]([OH:12])=[O:11], predict the reactants needed to synthesize it. The reactants are: [NH2:1][CH2:2][CH2:3][NH:4][CH2:5][CH2:6][NH2:7].F[C:9](F)(F)[C:10]([O:12]CC)=[O:11].C([O:19][C:20](=[O:23])[CH2:21]Br)C.[H-].[Na+]. (5) Given the product [CH2:1]([C@H:8]1[CH2:12][O:11][C:10](=[O:13])[N:9]1[C:29](=[O:30])[CH2:28][CH2:27][CH2:26][CH2:25][C:19]1[CH:24]=[CH:23][CH:22]=[CH:21][CH:20]=1)[C:2]1[CH:3]=[CH:4][CH:5]=[CH:6][CH:7]=1, predict the reactants needed to synthesize it. The reactants are: [CH2:1]([C@H:8]1[CH2:12][O:11][C:10](=[O:13])[NH:9]1)[C:2]1[CH:7]=[CH:6][CH:5]=[CH:4][CH:3]=1.C([Li])CCC.[C:19]1([CH2:25][CH2:26][CH2:27][CH2:28][C:29](Cl)=[O:30])[CH:24]=[CH:23][CH:22]=[CH:21][CH:20]=1.[Cl-].[NH4+]. (6) The reactants are: [CH3:1][S:2]([O:5][CH:6]([CH:8]([C:12]1[CH:17]=[CH:16][CH:15]=[CH:14][CH:13]=1)[CH2:9][CH2:10][OH:11])[CH3:7])(=[O:4])=[O:3].C(OCC)(=O)C.C(=O)([O-])O.[Na+]. Given the product [CH3:1][S:2]([O:5][CH:6]([CH:8]([C:12]1[CH:13]=[CH:14][CH:15]=[CH:16][CH:17]=1)[CH2:9][CH:10]=[O:11])[CH3:7])(=[O:4])=[O:3], predict the reactants needed to synthesize it. (7) Given the product [OH:24][CH2:32][CH:33]([CH3:34])[O:35][C:6]1[CH:7]=[C:8]([O:10][C:18]2[CH:23]=[CH:22][N:21]=[CH:20][CH:19]=2)[CH:9]=[C:4]([CH:5]=1)[C:3]([NH:36][C:37]1[CH:41]=[CH:40][N:39]([CH3:42])[N:38]=1)=[O:15], predict the reactants needed to synthesize it. The reactants are: CO[C:3](=[O:15])[C:4]1[CH:9]=[C:8]([OH:10])[CH:7]=[C:6](OCOC)[CH:5]=1.Cl.Cl[C:18]1[CH:23]=[CH:22][N:21]=[CH:20][CH:19]=1.[O:24]([CH2:32][C@H:33]([OH:35])[CH3:34])[Si](C(C)(C)C)(C)C.[NH2:36][C:37]1[CH:41]=[CH:40][N:39]([CH3:42])[N:38]=1. (8) Given the product [N:8]1[CH2:9][CH2:10][CH2:11][C:12]=1[C:14]1[CH:23]=[CH:22][C:17]([C:18]([OH:20])=[O:19])=[CH:16][CH:15]=1, predict the reactants needed to synthesize it. The reactants are: CC(OC([NH:8][CH2:9][CH2:10][CH2:11][C:12]([C:14]1[CH:23]=[CH:22][C:17]([C:18]([O:20]C)=[O:19])=[CH:16][CH:15]=1)=O)=O)(C)C.Cl.C(O)C. (9) The reactants are: [N:1]1[CH:6]=[CH:5][C:4]([C:7]2[CH:15]=[CH:14][CH:13]=[C:12]3[C:8]=2[CH2:9][C:10](=[O:16])[NH:11]3)=[CH:3][CH:2]=1.[NH:17]1[C:25]2[CH2:24][CH2:23][CH2:22][CH2:21][C:20]=2[CH:19]=[C:18]1[CH:26]=O. Given the product [N:1]1[CH:6]=[CH:5][C:4]([C:7]2[CH:15]=[CH:14][CH:13]=[C:12]3[C:8]=2[C:9](=[CH:26][C:18]2[NH:17][C:25]4[CH2:24][CH2:23][CH2:22][CH2:21][C:20]=4[CH:19]=2)[C:10](=[O:16])[NH:11]3)=[CH:3][CH:2]=1, predict the reactants needed to synthesize it.